Dataset: Catalyst prediction with 721,799 reactions and 888 catalyst types from USPTO. Task: Predict which catalyst facilitates the given reaction. (1) Reactant: [CH:1]1([C:4]([N:6]2[CH2:10][CH2:9][C@@H:8]([CH2:11][NH:12][C:13]3[C:14]([NH2:19])=[N:15][CH:16]=[CH:17][CH:18]=3)[CH2:7]2)=[O:5])[CH2:3][CH2:2]1.[OH:20][C:21]1[CH:22]=[C:23]([C:27]2[CH:32]=[CH:31][C:30]([CH:33]=O)=[CH:29][CH:28]=2)[CH:24]=[CH:25][CH:26]=1.O. The catalyst class is: 60. Product: [CH:1]1([C:4]([N:6]2[CH2:10][CH2:9][C@@H:8]([CH2:11][N:12]3[C:13]4[C:14](=[N:15][CH:16]=[CH:17][CH:18]=4)[N:19]=[C:33]3[C:30]3[CH:29]=[CH:28][C:27]([C:23]4[CH:24]=[CH:25][CH:26]=[C:21]([OH:20])[CH:22]=4)=[CH:32][CH:31]=3)[CH2:7]2)=[O:5])[CH2:3][CH2:2]1. (2) Reactant: [CH2:1]([C:3]1[C:11]([CH3:12])=[C:10]2[C:6]([C:7](=[O:13])[O:8][CH2:9]2)=[C:5]([O:14][CH2:15][CH2:16][Si:17]([CH3:20])([CH3:19])[CH3:18])[C:4]=1[CH2:21][CH:22]=O)[CH3:2].C(O)(=O)C(O)=O.[CH2:30]([O:32][P:33]([CH2:38][CH2:39][NH2:40])(=[O:37])[O:34][CH2:35][CH3:36])[CH3:31].C(O)(=O)C.C(O[BH-](OC(=O)C)OC(=O)C)(=O)C.[Na+]. Product: [CH2:35]([O:34][P:33]([CH2:38][CH2:39][NH:40][CH2:22][CH2:21][C:4]1[C:5]([O:14][CH2:15][CH2:16][Si:17]([CH3:20])([CH3:19])[CH3:18])=[C:6]2[C:10](=[C:11]([CH3:12])[C:3]=1[CH2:1][CH3:2])[CH2:9][O:8][C:7]2=[O:13])(=[O:37])[O:32][CH2:30][CH3:31])[CH3:36]. The catalyst class is: 9.